Dataset: Full USPTO retrosynthesis dataset with 1.9M reactions from patents (1976-2016). Task: Predict the reactants needed to synthesize the given product. (1) The reactants are: [F:1][C:2]1[CH:3]=[C:4]([C:14]2([OH:21])[CH2:17][CH:16]([C:18](O)=[O:19])[CH2:15]2)[CH:5]=[CH:6][C:7]=1[CH2:8][N:9]1[CH2:13][CH2:12][CH2:11][CH2:10]1.CC[N:24]([CH:28]([CH3:30])C)[CH:25]([CH3:27])C.C(P1(=O)OP(=O)(CCC)OP(=O)(CCC)O1)CC.N1CCCC1. Given the product [F:1][C:2]1[CH:3]=[C:4]([C:14]2([OH:21])[CH2:15][CH:16]([C:18]([N:24]3[CH2:25][CH2:27][CH2:30][CH2:28]3)=[O:19])[CH2:17]2)[CH:5]=[CH:6][C:7]=1[CH2:8][N:9]1[CH2:13][CH2:12][CH2:11][CH2:10]1, predict the reactants needed to synthesize it. (2) Given the product [CH3:3][O:4][C:5]1[C:15]([N+:16]([O-:18])=[O:17])=[CH:14][C:8]2[N:9]([CH3:19])[C:10](=[O:13])[CH2:11][O:12][C:7]=2[CH:6]=1, predict the reactants needed to synthesize it. The reactants are: [H-].[Na+].[CH3:3][O:4][C:5]1[C:15]([N+:16]([O-:18])=[O:17])=[CH:14][C:8]2[NH:9][C:10](=[O:13])[CH2:11][O:12][C:7]=2[CH:6]=1.[CH3:19]I. (3) Given the product [Cl:1][C:2]1[CH:7]=[C:6]2[NH:8][C:9](=[O:41])[C:10]3([CH:15]([C:16]4[CH:21]=[C:20]([Cl:22])[CH:19]=[CH:18][C:17]=4[O:23][C:24]([CH2:30][CH3:31])([C:27]([N:56]4[CH2:55][CH2:54][C@@H:53]([OH:66])[CH2:51]4)=[O:29])[CH2:25][CH3:26])[CH2:14][C:13](=[O:32])[NH:12][CH:11]3[C:33]3[CH:38]=[C:37]([F:39])[CH:36]=[CH:35][C:34]=3[CH3:40])[C:5]2=[CH:4][CH:3]=1, predict the reactants needed to synthesize it. The reactants are: [Cl:1][C:2]1[CH:7]=[C:6]2[NH:8][C:9](=[O:41])[C:10]3([CH:15]([C:16]4[CH:21]=[C:20]([Cl:22])[CH:19]=[CH:18][C:17]=4[O:23][C:24]([CH2:30][CH3:31])([C:27]([OH:29])=O)[CH2:25][CH3:26])[CH2:14][C:13](=[O:32])[NH:12][CH:11]3[C:33]3[CH:38]=[C:37]([F:39])[CH:36]=[CH:35][C:34]=3[CH3:40])[C:5]2=[CH:4][CH:3]=1.CN(C(ON1N=NC2[CH:53]=[CH:54][CH:55]=[N:56][C:51]1=2)=[N+](C)C)C.F[P-](F)(F)(F)(F)F.[OH2:66]. (4) The reactants are: [CH:1]1([C:7]2[CH:12]=[CH:11][C:10]([OH:13])=[CH:9][CH:8]=2)[CH2:6][CH2:5][CH2:4][CH2:3][CH2:2]1.[CH:14]([O:16][CH2:17][CH2:18]Cl)=[CH2:15].[OH-].[Na+].C(N(CC)CC)C. Given the product [CH:14]([O:16][CH2:17][CH2:18][O:13][C:10]1[CH:9]=[CH:8][C:7]([CH:1]2[CH2:2][CH2:3][CH2:4][CH2:5][CH2:6]2)=[CH:12][CH:11]=1)=[CH2:15], predict the reactants needed to synthesize it.